Dataset: Retrosynthesis with 50K atom-mapped reactions and 10 reaction types from USPTO. Task: Predict the reactants needed to synthesize the given product. (1) Given the product CC(=O)Oc1ccc(F)c(C)c1, predict the reactants needed to synthesize it. The reactants are: CC(=O)Cl.Cc1cc(O)ccc1F. (2) Given the product Nc1ccc2nc(NC3=NCCN3)[nH]c2c1, predict the reactants needed to synthesize it. The reactants are: O=[N+]([O-])c1ccc2nc(NC3=NCCN3)[nH]c2c1. (3) Given the product C#Cc1coc2ccc(C(=O)N[C@H]3CN4CCC3CC4)cc12, predict the reactants needed to synthesize it. The reactants are: C[Si](C)(C)C#Cc1coc2ccc(C(=O)N[C@H]3CN4CCC3CC4)cc12. (4) Given the product COC(=O)c1ccc(CN(CC2CC2)C(=O)c2ccc(Oc3ccccc3OC)cn2)cc1, predict the reactants needed to synthesize it. The reactants are: COC(=O)c1ccc(CN(CC2CC2)C(=O)c2ccc(Br)cn2)cc1.COc1ccccc1O. (5) Given the product Nc1nc(Cl)ccc1[N+](=O)[O-], predict the reactants needed to synthesize it. The reactants are: N.O=[N+]([O-])c1ccc(Cl)nc1Cl. (6) Given the product Cc1c(C(=O)N[C@@H]2CCCC[C@@H]2O)nc(-c2ccc(Cl)cc2Cl)n1-c1ccc(OCCC(F)(F)F)cc1, predict the reactants needed to synthesize it. The reactants are: Cc1c(C(=O)Cl)nc(-c2ccc(Cl)cc2Cl)n1-c1ccc(OCCC(F)(F)F)cc1.N[C@H]1CCCC[C@H]1O. (7) Given the product CCOC(=O)COc1ccc(N)cc1C, predict the reactants needed to synthesize it. The reactants are: CCOC(=O)CBr.Cc1cc(N)ccc1O. (8) Given the product COc1cc(F)ccc1NN=C(c1ccccc1)c1ccccc1, predict the reactants needed to synthesize it. The reactants are: COc1cc(F)ccc1Cl.NN=C(c1ccccc1)c1ccccc1. (9) Given the product CCOCCn1c(N2CCCN(CCC3(c4ccccc4)CCN(C(=O)c4cc(OC)ccc4OC)C3)CC2)nc2ccccc21, predict the reactants needed to synthesize it. The reactants are: CCOCCn1c(N2CCCNCC2)nc2ccccc21.COc1ccc(OC)c(C(=O)N2CCC(CCOS(C)(=O)=O)(c3ccccc3)C2)c1. (10) Given the product CC(C)c1cc(Nc2cc(NC(=O)c3c(Cl)cccc3Cl)ccn2)nc(N2CCN(S(C)(=O)=O)CC2)n1, predict the reactants needed to synthesize it. The reactants are: CC(C)c1cc(Nc2cc(NC(=O)c3c(Cl)cccc3Cl)ccn2)nc(Cl)n1.CS(=O)(=O)N1CCNCC1.